Dataset: Forward reaction prediction with 1.9M reactions from USPTO patents (1976-2016). Task: Predict the product of the given reaction. (1) The product is: [CH3:25][N:17]([CH2:16][C:4]1[CH:3]=[C:2]([C:28]2[CH:29]=[CH:30][CH:31]=[CH:32][C:27]=2[CH3:26])[N:6]([S:7]([C:10]2[CH:11]=[N:12][CH:13]=[CH:14][CH:15]=2)(=[O:9])=[O:8])[CH:5]=1)[C:18](=[O:24])[O:19][C:20]([CH3:23])([CH3:22])[CH3:21]. Given the reactants Br[C:2]1[N:6]([S:7]([C:10]2[CH:11]=[N:12][CH:13]=[CH:14][CH:15]=2)(=[O:9])=[O:8])[CH:5]=[C:4]([CH2:16][N:17]([CH3:25])[C:18](=[O:24])[O:19][C:20]([CH3:23])([CH3:22])[CH3:21])[CH:3]=1.[CH3:26][C:27]1[CH:32]=[CH:31][CH:30]=[CH:29][C:28]=1B(O)O.C(=O)([O-])[O-].[Na+].[Na+], predict the reaction product. (2) Given the reactants [C:1]([N:5]1[C:9]2[CH:10]=[CH:11][C:12]([C:14]3[CH:15]=[N:16][CH:17]=[C:18]([O:20][CH3:21])[CH:19]=3)=[CH:13][C:8]=2[N:7]=[C:6]1[C:22]1[CH:23]=[C:24]([CH:27]=[CH:28][CH:29]=1)[C:25]#[N:26])([CH3:4])([CH3:3])[CH3:2].[NH2:30][OH:31], predict the reaction product. The product is: [C:1]([N:5]1[C:9]2[CH:10]=[CH:11][C:12]([C:14]3[CH:15]=[N:16][CH:17]=[C:18]([O:20][CH3:21])[CH:19]=3)=[CH:13][C:8]=2[N:7]=[C:6]1[C:22]1[CH:23]=[C:24]([CH:27]=[CH:28][CH:29]=1)[C:25]([NH:30][OH:31])=[NH:26])([CH3:4])([CH3:2])[CH3:3]. (3) The product is: [CH2:8]([C:4]1[CH:3]=[C:2]([B:12]2[O:16][C:15]([CH3:18])([CH3:17])[C:14]([CH3:20])([CH3:19])[O:13]2)[CH:7]=[CH:6][CH:5]=1)[CH2:9][CH:10]=[CH2:11]. Given the reactants Br[C:2]1[CH:7]=[CH:6][CH:5]=[C:4]([CH2:8][CH2:9][CH:10]=[CH2:11])[CH:3]=1.[B:12]1([B:12]2[O:16][C:15]([CH3:18])([CH3:17])[C:14]([CH3:20])([CH3:19])[O:13]2)[O:16][C:15]([CH3:18])([CH3:17])[C:14]([CH3:20])([CH3:19])[O:13]1.C([O-])(=O)C.[K+], predict the reaction product. (4) Given the reactants [N:1]12[CH2:8][CH2:7][CH:4]([CH2:5][CH2:6]1)[C:3](=O)[CH2:2]2.[CH3:10][O:11][C:12]1[CH:17]=[CH:16][CH:15]=[C:14]([NH2:18])[CH:13]=1.[BH4-].[Na+], predict the reaction product. The product is: [CH3:10][O:11][C:12]1[CH:13]=[C:14]([NH:18][CH:3]2[CH:4]3[CH2:7][CH2:8][N:1]([CH2:6][CH2:5]3)[CH2:2]2)[CH:15]=[CH:16][CH:17]=1. (5) Given the reactants [CH3:1][O:2][C:3]1[CH:9]=[CH:8][C:6]([NH2:7])=[C:5]([N+:10]([O-:12])=[O:11])[CH:4]=1.O[CH2:14][CH:15]([CH2:17]O)O.[Na+].[N+](C1C=C(S([O-])(=O)=O)C=CC=1)([O-])=O.OS(O)(=O)=O, predict the reaction product. The product is: [CH3:1][O:2][C:3]1[CH:9]=[C:8]2[C:6](=[C:5]([N+:10]([O-:12])=[O:11])[CH:4]=1)[N:7]=[CH:17][CH:15]=[CH:14]2.